From a dataset of Forward reaction prediction with 1.9M reactions from USPTO patents (1976-2016). Predict the product of the given reaction. Given the reactants [F:1][C:2]1[CH:8]=[C:7]([I:9])[CH:6]=[CH:5][C:3]=1[NH2:4].[Li+].C[Si]([N-][Si](C)(C)C)(C)C.F[C:21]1[C:26]([F:27])=[C:25]([F:28])[CH:24]=[C:23]([F:29])[C:22]=1[N+:30]([O-:32])=[O:31], predict the reaction product. The product is: [F:27][C:26]1[C:25]([F:28])=[CH:24][C:23]([F:29])=[C:22]([N+:30]([O-:32])=[O:31])[C:21]=1[NH:4][C:3]1[CH:5]=[CH:6][C:7]([I:9])=[CH:8][C:2]=1[F:1].